Predict the reaction yield, written as a fraction of the theoretical maximum amount of product (1.0 means a 100% yield; for example, 0.34 means a 34% yield). From a dataset of Reaction yield outcomes from USPTO patents with 853,638 reactions. (1) The reactants are C(N(C(C)C)CC)(C)C.CN(C(ON1N=NC2C=CC=CC1=2)=[N+](C)C)C.F[P-](F)(F)(F)(F)F.[N:34]1([CH:40]2[CH2:45][CH2:44][NH:43][CH2:42][CH2:41]2)[CH2:39][CH2:38][CH2:37][CH2:36][CH2:35]1.[CH2:46]([O:48][C:49](=[O:61])[CH2:50][N:51]1[CH:55]=[CH:54][N:53]=[C:52]1[CH2:56][CH2:57][C:58](O)=[O:59])[CH3:47]. The catalyst is ClCCl. The product is [N:34]1([CH:40]2[CH2:45][CH2:44][N:43]([C:58](=[O:59])[CH2:57][CH2:56][C:52]3[N:51]([CH2:50][C:49]([O:48][CH2:46][CH3:47])=[O:61])[CH:55]=[CH:54][N:53]=3)[CH2:42][CH2:41]2)[CH2:39][CH2:38][CH2:37][CH2:36][CH2:35]1. The yield is 0.800. (2) The reactants are [Br:1][C:2]1[CH:7]=[C:6]([S:8]([CH2:11][CH3:12])(=[O:10])=[O:9])[CH:5]=[CH:4][C:3]=1F.[F:14][C:15]1[CH:20]=[C:19]([F:21])[CH:18]=[CH:17][C:16]=1[OH:22].C([O-])([O-])=O.[Cs+].[Cs+].CC(=O)OCC. The catalyst is CS(C)=O. The product is [Br:1][C:2]1[CH:7]=[C:6]([S:8]([CH2:11][CH3:12])(=[O:10])=[O:9])[CH:5]=[CH:4][C:3]=1[O:22][C:16]1[CH:17]=[CH:18][C:19]([F:21])=[CH:20][C:15]=1[F:14]. The yield is 0.805. (3) The reactants are Br[CH2:2][C:3]([C:5]1[CH:10]=[CH:9][C:8]([Br:11])=[CH:7][CH:6]=1)=[O:4].[N-:12]=[N+:13]=[N-:14].[Na+]. The catalyst is CO. The product is [N:12]([CH2:2][C:3]([C:5]1[CH:10]=[CH:9][C:8]([Br:11])=[CH:7][CH:6]=1)=[O:4])=[N+:13]=[N-:14]. The yield is 0.830.